From a dataset of Forward reaction prediction with 1.9M reactions from USPTO patents (1976-2016). Predict the product of the given reaction. Given the reactants [Cl:1][C:2]1[CH:7]=[CH:6][C:5]([C:8]2[N:12]([C:13]3[CH:18]=[CH:17][C:16]([Cl:19])=[CH:15][C:14]=3[Cl:20])[N:11]=[C:10]([C:21](Cl)=[O:22])[C:9]=2[CH3:24])=[CH:4][CH:3]=1.[Cl:25][C:26]1[CH:34]=[CH:33][C:29]([C:30]([NH2:32])=[O:31])=[CH:28][CH:27]=1.C[Si]([N-][Si](C)(C)C)(C)C.[Li+], predict the reaction product. The product is: [Cl:25][C:26]1[CH:34]=[CH:33][C:29]([C:30]([NH:32][C:21]([C:10]2[C:9]([CH3:24])=[C:8]([C:5]3[CH:6]=[CH:7][C:2]([Cl:1])=[CH:3][CH:4]=3)[N:12]([C:13]3[CH:18]=[CH:17][C:16]([Cl:19])=[CH:15][C:14]=3[Cl:20])[N:11]=2)=[O:22])=[O:31])=[CH:28][CH:27]=1.